Dataset: Forward reaction prediction with 1.9M reactions from USPTO patents (1976-2016). Task: Predict the product of the given reaction. The product is: [F:1][C:2]1[CH:3]=[C:4]([C@H:8]([O:15][C:16]2[CH:17]=[C:18]3[C:22](=[CH:23][CH:24]=2)[N:21]([C:25]2[CH:26]=[CH:27][C:28]([F:31])=[CH:29][CH:30]=2)[N:20]=[CH:19]3)[C@@H:9]([NH:10][C:42](=[O:43])[CH2:41][O:40][CH3:39])[CH2:11][CH:12]([CH3:14])[CH3:13])[CH:5]=[CH:6][CH:7]=1. Given the reactants [F:1][C:2]1[CH:3]=[C:4]([CH:8]([O:15][C:16]2[CH:17]=[C:18]3[C:22](=[CH:23][CH:24]=2)[N:21]([C:25]2[CH:30]=[CH:29][C:28]([F:31])=[CH:27][CH:26]=2)[N:20]=[CH:19]3)[C@H:9]([CH2:11][CH:12]([CH3:14])[CH3:13])[NH2:10])[CH:5]=[CH:6][CH:7]=1.C(N(CC)CC)C.[CH3:39][O:40][CH2:41][C:42](Cl)=[O:43], predict the reaction product.